From a dataset of Full USPTO retrosynthesis dataset with 1.9M reactions from patents (1976-2016). Predict the reactants needed to synthesize the given product. (1) Given the product [O:14]=[C:11]1[CH2:12][CH2:13][N:8]([C:6]([O:5][C:1]([CH3:4])([CH3:2])[CH3:3])=[O:7])[C@@H:9]([C:15]([O:17][CH:18]2[CH2:22][CH2:21][CH2:20][CH2:19]2)=[O:16])[CH2:10]1, predict the reactants needed to synthesize it. The reactants are: [C:1]([O:5][C:6]([N:8]1[CH2:13][CH2:12][C:11](=[O:14])[CH2:10][C@@H:9]1[C:15]([OH:17])=[O:16])=[O:7])([CH3:4])([CH3:3])[CH3:2].[CH:18]1(O)[CH2:22][CH2:21][CH2:20][CH2:19]1.C(Cl)CCl.C([O-])([O-])=O.[Na+].[Na+]. (2) The reactants are: [Br:1][C:2]1[CH:3]=[C:4]([C:9]([OH:11])=[O:10])[C:5](Cl)=[N:6][CH:7]=1.[CH3:12][N:13]1[CH2:17][CH2:16][CH:15]([OH:18])[CH2:14]1.CC(C)([O-])C.[Na+]. Given the product [Br:1][C:2]1[CH:3]=[C:4]([C:9]([OH:11])=[O:10])[C:5]([O:18][CH:15]2[CH2:16][CH2:17][N:13]([CH3:12])[CH2:14]2)=[N:6][CH:7]=1, predict the reactants needed to synthesize it. (3) Given the product [CH3:1][O:2][C:3](=[O:13])[C:4]1[CH:9]=[C:8]([F:10])[C:7]([O:11][CH3:14])=[C:6]([Br:12])[CH:5]=1, predict the reactants needed to synthesize it. The reactants are: [CH3:1][O:2][C:3](=[O:13])[C:4]1[CH:9]=[C:8]([F:10])[C:7]([OH:11])=[C:6]([Br:12])[CH:5]=1.[C:14](=O)([O-])[O-].[K+].[K+].IC. (4) Given the product [CH3:34][N:33]1[C:29]([O:28][C:13]2[CH:14]=[C:15]([O:17][CH3:18])[CH:16]=[C:11]([O:10][C:9]3[N:5]([CH3:4])[N:6]=[C:7]([C:39]([F:40])([F:41])[F:42])[CH:8]=3)[N:12]=2)=[CH:30][C:31]([C:35]([F:38])([F:36])[F:37])=[N:32]1, predict the reactants needed to synthesize it. The reactants are: C[O-].[K+].[CH3:4][N:5]1[C:9]([O:10][C:11]2[CH:16]=[C:15]([O:17][C:18]3N(C)N=C(C(F)(F)F)C=3)[CH:14]=[C:13]([O:28][C:29]3[N:33]([CH3:34])[N:32]=[C:31]([C:35]([F:38])([F:37])[F:36])[CH:30]=3)[N:12]=2)=[CH:8][C:7]([C:39]([F:42])([F:41])[F:40])=[N:6]1. (5) The reactants are: [Br:1][CH:2]([CH3:17])[C:3]([C:5]1[C:14]2[C:9](=[C:10]([F:15])[CH:11]=[CH:12][CH:13]=2)[C:8]([F:16])=[CH:7][CH:6]=1)=O.[NH:18]1[CH2:22][CH2:21][NH:20][C:19]1=[S:23]. Given the product [BrH:1].[F:16][C:8]1[C:9]2[C:14](=[CH:13][CH:12]=[CH:11][C:10]=2[F:15])[C:5]([C:3]2[N:20]3[CH2:21][CH2:22][N:18]=[C:19]3[S:23][C:2]=2[CH3:17])=[CH:6][CH:7]=1, predict the reactants needed to synthesize it. (6) Given the product [CH3:50][N:49]([CH3:51])[CH2:48][CH2:47][CH2:46][C:58]([O:1][CH:2]([CH2:3][CH2:4][CH2:5][CH2:6][CH2:7][C:8]([O:10][CH2:11][CH2:12][CH2:13][CH2:14][CH2:15][CH2:16][CH2:17][CH2:18][CH2:19][CH2:20][CH3:21])=[O:9])[CH2:22][CH2:23][CH2:24][CH2:25][CH2:26][C:27]([O:29][CH2:30][CH2:31][CH2:32][CH2:33][CH2:34][CH2:35][CH2:36][CH2:37][CH2:38][CH2:39][CH3:40])=[O:28])=[O:59], predict the reactants needed to synthesize it. The reactants are: [OH:1][CH:2]([CH2:22][CH2:23][CH2:24][CH2:25][CH2:26][C:27]([O:29][CH2:30][CH2:31][CH2:32][CH2:33][CH2:34][CH2:35][CH2:36][CH2:37][CH2:38][CH2:39][CH3:40])=[O:28])[CH2:3][CH2:4][CH2:5][CH2:6][CH2:7][C:8]([O:10][CH2:11][CH2:12][CH2:13][CH2:14][CH2:15][CH2:16][CH2:17][CH2:18][CH2:19][CH2:20][CH3:21])=[O:9].CCN=C=N[CH2:46][CH2:47][CH2:48][N:49]([CH3:51])[CH3:50].Cl.Cl.CN(C(CC)[C:58](O)=[O:59])C. (7) Given the product [CH2:1]([O:3][C:4]([CH:6]1[CH2:7][CH2:8][N:9]([C:12]2[CH:17]=[CH:16][CH:15]=[C:14]([O:18][CH2:26][CH2:25][CH2:24][N:23]([CH2:22][C:21]3[CH:42]=[CH:43][CH:44]=[C:45]([C:46]([F:47])([F:48])[F:49])[C:20]=3[Cl:19])[CH2:28][CH:29]([C:36]3[CH:41]=[CH:40][CH:39]=[CH:38][CH:37]=3)[C:30]3[CH:31]=[CH:32][CH:33]=[CH:34][CH:35]=3)[CH:13]=2)[CH2:10][CH2:11]1)=[O:5])[CH3:2], predict the reactants needed to synthesize it. The reactants are: [CH2:1]([O:3][C:4]([CH:6]1[CH2:11][CH2:10][N:9]([C:12]2[CH:17]=[CH:16][CH:15]=[C:14]([OH:18])[CH:13]=2)[CH2:8][CH2:7]1)=[O:5])[CH3:2].[Cl:19][C:20]1[C:45]([C:46]([F:49])([F:48])[F:47])=[CH:44][CH:43]=[CH:42][C:21]=1[CH2:22][N:23]([CH2:28][CH:29]([C:36]1[CH:41]=[CH:40][CH:39]=[CH:38][CH:37]=1)[C:30]1[CH:35]=[CH:34][CH:33]=[CH:32][CH:31]=1)[CH2:24][CH2:25][CH2:26]O.C1(P(C2C=CC=CC=2)C2C=CC=CC=2)C=CC=CC=1.CC(OC(/N=N/C(OC(C)C)=O)=O)C.